This data is from Catalyst prediction with 721,799 reactions and 888 catalyst types from USPTO. The task is: Predict which catalyst facilitates the given reaction. (1) Product: [CH3:12][N:13]1[CH2:18][CH2:17][N:16]([CH2:7][C:6]2[CH:9]=[CH:10][CH:11]=[C:4]([N+:1]([O-:3])=[O:2])[CH:5]=2)[CH2:15][CH2:14]1. The catalyst class is: 3. Reactant: [N+:1]([C:4]1[CH:5]=[C:6]([CH:9]=[CH:10][CH:11]=1)[CH2:7]Br)([O-:3])=[O:2].[CH3:12][N:13]1[CH2:18][CH2:17][NH:16][CH2:15][CH2:14]1.C(=O)([O-])[O-].[K+].[K+]. (2) Reactant: C([O:3][C:4](=[O:18])[CH2:5][O:6][C:7]1[CH:12]=[CH:11][C:10]([S:13](Cl)(=O)=O)=[CH:9][C:8]=1[Br:17])C.II.[OH2:21]. Product: [Br:17][C:8]1[CH:9]=[C:10]([S:13][S:13][C:10]2[CH:11]=[CH:12][C:7]([O:6][CH2:5][C:4]([OH:3])=[O:18])=[C:8]([Br:17])[CH:9]=2)[CH:11]=[CH:12][C:7]=1[O:21][CH2:5][C:4]([OH:18])=[O:3]. The catalyst class is: 15. (3) Reactant: S(Cl)(Cl)(=O)=O.[N+:6]([C:9]1[CH:10]=[CH:11][C:12]([SH:15])=[N:13][CH:14]=1)([O-:8])=[O:7].[SH:16][C@H:17]([CH3:20])[CH2:18][OH:19].[OH-].[NH4+]. Product: [N+:6]([C:9]1[CH:10]=[CH:11][C:12]([S:15][S:16][C@H:17]([CH3:20])[CH2:18][OH:19])=[N:13][CH:14]=1)([O-:8])=[O:7]. The catalyst class is: 34. (4) Reactant: Cl[C:2]1[C:11]2[C:6](=[CH:7][C:8]([C:12]3[C:13]([CH3:18])=[N:14][O:15][C:16]=3[CH3:17])=[CH:9][CH:10]=2)[N:5]=[CH:4][C:3]=1[C:19]([OH:21])=[O:20].[NH2:22][C:23]1[CH:24]=[C:25]([CH:31]=[CH:32][CH:33]=1)[C:26]([O:28][CH2:29][CH3:30])=[O:27]. Product: [CH3:18][C:13]1[C:12]([C:8]2[CH:7]=[C:6]3[C:11]([C:2]([NH:22][C:23]4[CH:33]=[CH:32][CH:31]=[C:25]([C:26]([O:28][CH2:29][CH3:30])=[O:27])[CH:24]=4)=[C:3]([C:19]([OH:21])=[O:20])[CH:4]=[N:5]3)=[CH:10][CH:9]=2)=[C:16]([CH3:17])[O:15][N:14]=1. The catalyst class is: 15. (5) Reactant: [Si:1]([O:8][C:9]1[CH:15]=[CH:14][C:12]([NH2:13])=[CH:11][CH:10]=1)([C:4]([CH3:7])([CH3:6])[CH3:5])([CH3:3])[CH3:2].[CH3:16][N:17]1[CH2:22][CH2:21][C:20](=O)[CH2:19][CH2:18]1.C(O[BH-](OC(=O)C)OC(=O)C)(=O)C.[Na+].C(=O)(O)[O-].[Na+]. Product: [Si:1]([O:8][C:9]1[CH:15]=[CH:14][C:12]([NH:13][CH:20]2[CH2:21][CH2:22][N:17]([CH3:16])[CH2:18][CH2:19]2)=[CH:11][CH:10]=1)([C:4]([CH3:7])([CH3:6])[CH3:5])([CH3:3])[CH3:2]. The catalyst class is: 4. (6) Reactant: [C:1]1([C:16]2[CH:21]=[CH:20][CH:19]=[CH:18][CH:17]=2)[CH:6]=[CH:5][C:4]([C:7](=O)[CH2:8][C:9]2[CH:14]=[CH:13][CH:12]=[CH:11][CH:10]=2)=[CH:3][CH:2]=1.[CH2:22]([O:24][C:25]1[CH:26]=[C:27]([CH:30]=[C:31]([N+:34]([O-:36])=[O:35])[C:32]=1[OH:33])[CH:28]=O)[CH3:23].[NH2:37][C:38]([NH2:40])=[O:39].Cl. Product: [C:1]1([C:16]2[CH:21]=[CH:20][CH:19]=[CH:18][CH:17]=2)[CH:6]=[CH:5][C:4]([C:7]2[NH:40][C:38](=[O:39])[NH:37][CH:28]([C:27]3[CH:30]=[C:31]([N+:34]([O-:36])=[O:35])[C:32]([OH:33])=[C:25]([O:24][CH2:22][CH3:23])[CH:26]=3)[C:8]=2[C:9]2[CH:14]=[CH:13][CH:12]=[CH:11][CH:10]=2)=[CH:3][CH:2]=1. The catalyst class is: 14. (7) The catalyst class is: 162. Product: [F:3][C:4]1[CH:5]=[CH:6][C:7]([C@@H:10]([NH:12][CH2:13][CH:14]([OH:16])[CH3:15])[CH3:11])=[CH:8][CH:9]=1. Reactant: [BH4-].[Na+].[F:3][C:4]1[CH:9]=[CH:8][C:7]([C@@H:10]([NH:12][CH2:13][C:14](=[O:16])[CH3:15])[CH3:11])=[CH:6][CH:5]=1. (8) Reactant: Br[C:2]1[C:3]([C:13]#[N:14])=[C:4]([N+:10]([O-:12])=[O:11])[CH:5]=[C:6]([O:8][CH3:9])[CH:7]=1.[Cl:15][C:16]1[CH:21]=[CH:20][CH:19]=[CH:18][C:17]=1B(O)O.CCO.C(=O)([O-])[O-].[Na+].[Na+]. Product: [Cl:15][C:16]1[CH:21]=[CH:20][CH:19]=[CH:18][C:17]=1[C:2]1[C:3]([C:13]#[N:14])=[C:4]([N+:10]([O-:12])=[O:11])[CH:5]=[C:6]([O:8][CH3:9])[CH:7]=1. The catalyst class is: 109.